From a dataset of NCI-60 drug combinations with 297,098 pairs across 59 cell lines. Regression. Given two drug SMILES strings and cell line genomic features, predict the synergy score measuring deviation from expected non-interaction effect. (1) Synergy scores: CSS=-0.507, Synergy_ZIP=-1.87, Synergy_Bliss=-3.47, Synergy_Loewe=-2.14, Synergy_HSA=-2.09. Drug 1: CNC(=O)C1=CC=CC=C1SC2=CC3=C(C=C2)C(=NN3)C=CC4=CC=CC=N4. Drug 2: C1=NC2=C(N=C(N=C2N1C3C(C(C(O3)CO)O)F)Cl)N. Cell line: SNB-75. (2) Drug 1: C1=C(C(=O)NC(=O)N1)N(CCCl)CCCl. Drug 2: CN1C2=C(C=C(C=C2)N(CCCl)CCCl)N=C1CCCC(=O)O.Cl. Cell line: NCI-H522. Synergy scores: CSS=26.5, Synergy_ZIP=-9.93, Synergy_Bliss=-5.96, Synergy_Loewe=-2.95, Synergy_HSA=-1.15. (3) Drug 1: C1CN1P(=S)(N2CC2)N3CC3. Drug 2: C1CN(CCN1C(=O)CCBr)C(=O)CCBr. Cell line: COLO 205. Synergy scores: CSS=30.5, Synergy_ZIP=1.35, Synergy_Bliss=3.50, Synergy_Loewe=-1.06, Synergy_HSA=1.49. (4) Drug 1: COC1=C(C=C2C(=C1)N=CN=C2NC3=CC(=C(C=C3)F)Cl)OCCCN4CCOCC4. Drug 2: CC(C)NC(=O)C1=CC=C(C=C1)CNNC.Cl. Cell line: U251. Synergy scores: CSS=14.0, Synergy_ZIP=-3.99, Synergy_Bliss=1.49, Synergy_Loewe=-4.19, Synergy_HSA=0.925. (5) Drug 1: CN(C(=O)NC(C=O)C(C(C(CO)O)O)O)N=O. Drug 2: CC1C(C(CC(O1)OC2CC(CC3=C2C(=C4C(=C3O)C(=O)C5=C(C4=O)C(=CC=C5)OC)O)(C(=O)CO)O)N)O.Cl. Cell line: SF-295. Synergy scores: CSS=38.6, Synergy_ZIP=-4.76, Synergy_Bliss=-5.67, Synergy_Loewe=-7.00, Synergy_HSA=-2.02. (6) Drug 1: C1CC(=O)NC(=O)C1N2C(=O)C3=CC=CC=C3C2=O. Drug 2: COC1=C2C(=CC3=C1OC=C3)C=CC(=O)O2. Cell line: A549. Synergy scores: CSS=0.823, Synergy_ZIP=0.947, Synergy_Bliss=2.43, Synergy_Loewe=1.00, Synergy_HSA=0.0703. (7) Drug 1: CCC1=CC2CC(C3=C(CN(C2)C1)C4=CC=CC=C4N3)(C5=C(C=C6C(=C5)C78CCN9C7C(C=CC9)(C(C(C8N6C)(C(=O)OC)O)OC(=O)C)CC)OC)C(=O)OC.C(C(C(=O)O)O)(C(=O)O)O. Drug 2: C1C(C(OC1N2C=NC(=NC2=O)N)CO)O. Cell line: OVCAR-4. Synergy scores: CSS=33.8, Synergy_ZIP=-3.75, Synergy_Bliss=0.792, Synergy_Loewe=4.55, Synergy_HSA=5.40. (8) Cell line: SK-MEL-2. Drug 1: CNC(=O)C1=NC=CC(=C1)OC2=CC=C(C=C2)NC(=O)NC3=CC(=C(C=C3)Cl)C(F)(F)F. Synergy scores: CSS=22.5, Synergy_ZIP=-2.62, Synergy_Bliss=-8.27, Synergy_Loewe=-11.1, Synergy_HSA=-6.36. Drug 2: C(CC(=O)O)C(=O)CN.Cl. (9) Drug 1: CC1CCC2CC(C(=CC=CC=CC(CC(C(=O)C(C(C(=CC(C(=O)CC(OC(=O)C3CCCCN3C(=O)C(=O)C1(O2)O)C(C)CC4CCC(C(C4)OC)OCCO)C)C)O)OC)C)C)C)OC. Drug 2: C1CN(P(=O)(OC1)NCCCl)CCCl. Cell line: NCI-H522. Synergy scores: CSS=-1.09, Synergy_ZIP=7.04, Synergy_Bliss=8.65, Synergy_Loewe=1.36, Synergy_HSA=0.712. (10) Drug 1: C1=NC2=C(N=C(N=C2N1C3C(C(C(O3)CO)O)O)F)N. Drug 2: CS(=O)(=O)OCCCCOS(=O)(=O)C. Cell line: HCT-15. Synergy scores: CSS=3.52, Synergy_ZIP=-3.85, Synergy_Bliss=-4.89, Synergy_Loewe=-6.96, Synergy_HSA=-6.92.